From a dataset of Peptide-MHC class I binding affinity with 185,985 pairs from IEDB/IMGT. Regression. Given a peptide amino acid sequence and an MHC pseudo amino acid sequence, predict their binding affinity value. This is MHC class I binding data. (1) The peptide sequence is ATPGMQIRGF. The MHC is Mamu-A01 with pseudo-sequence Mamu-A01. The binding affinity (normalized) is 1.00. (2) The peptide sequence is ITYGSVSWR. The MHC is HLA-A11:01 with pseudo-sequence HLA-A11:01. The binding affinity (normalized) is 0.821. (3) The peptide sequence is NTWNQITKF. The MHC is HLA-B57:01 with pseudo-sequence HLA-B57:01. The binding affinity (normalized) is 0.352.